Dataset: Full USPTO retrosynthesis dataset with 1.9M reactions from patents (1976-2016). Task: Predict the reactants needed to synthesize the given product. Given the product [O:8]1[C:12]2([CH2:17][CH2:16][CH2:15][CH2:14][CH2:13]2)[O:11][CH2:10][C@@H:9]1/[CH:18]=[N:7]\[S@:5]([C:2]([CH3:4])([CH3:3])[CH3:1])=[O:6], predict the reactants needed to synthesize it. The reactants are: [CH3:1][C:2]([S@@:5]([NH2:7])=[O:6])([CH3:4])[CH3:3].[O:8]1[C:12]2([CH2:17][CH2:16][CH2:15][CH2:14][CH2:13]2)[O:11][CH2:10][C@@H:9]1[CH:18]=O.